This data is from Full USPTO retrosynthesis dataset with 1.9M reactions from patents (1976-2016). The task is: Predict the reactants needed to synthesize the given product. (1) Given the product [ClH:52].[ClH:52].[C:28]1([C@H:38]([NH:40][C@H:41]2[CH2:45][CH2:44][N:43]([C:46]3[N:47]=[CH:48][CH:49]=[CH:50][N:51]=3)[CH2:42]2)[CH3:39])[C:37]2[C:32](=[CH:33][CH:34]=[CH:35][CH:36]=2)[CH:31]=[CH:30][CH:29]=1, predict the reactants needed to synthesize it. The reactants are: C(C1C=CC(N2CC[C@H](N[C@@H](C3C4C(=CC=CC=4)C=CC=3)C)C2)=CC=1)(=O)C.[C:28]1([C@H:38]([NH:40][C@H:41]2[CH2:45][CH2:44][N:43]([C:46]3[N:51]=[CH:50][CH:49]=[CH:48][N:47]=3)[CH2:42]2)[CH3:39])[C:37]2[C:32](=[CH:33][CH:34]=[CH:35][CH:36]=2)[CH:31]=[CH:30][CH:29]=1.[ClH:52]. (2) Given the product [CH:6]1([C:9]2[C:10]([C:23]3[CH:28]=[CH:27][C:26]([F:29])=[CH:25][CH:24]=3)=[N:11][C:12]([O:20][CH2:21][CH3:22])=[C:13]([CH:19]=2)[CH:14]=[O:15])[CH2:8][CH2:7]1, predict the reactants needed to synthesize it. The reactants are: C1COCC1.[CH:6]1([C:9]2[C:10]([C:23]3[CH:28]=[CH:27][C:26]([F:29])=[CH:25][CH:24]=3)=[N:11][C:12]([O:20][CH2:21][CH3:22])=[C:13]([CH:19]=2)[C:14](OCC)=[O:15])[CH2:8][CH2:7]1.[H-].[Al+3].[Li+].[H-].[H-].[H-].[OH-].[Na+]. (3) Given the product [F:29][C:30]1[CH:35]=[C:34]([O:36][CH3:37])[C:33]([F:38])=[CH:32][C:31]=1[N:39]1[CH2:44][CH2:43][C:42](=[CH:2][O:3][CH3:4])[CH2:41][CH2:40]1, predict the reactants needed to synthesize it. The reactants are: [Cl-].[CH3:2][O:3][CH2:4][P+](C1C=CC=CC=1)(C1C=CC=CC=1)C1C=CC=CC=1.O1CCCC1.[F:29][C:30]1[CH:35]=[C:34]([O:36][CH3:37])[C:33]([F:38])=[CH:32][C:31]=1[N:39]1[CH2:44][CH2:43][C:42](=O)[CH2:41][CH2:40]1.